Dataset: Reaction yield outcomes from USPTO patents with 853,638 reactions. Task: Predict the reaction yield, written as a fraction of the theoretical maximum amount of product (1.0 means a 100% yield; for example, 0.34 means a 34% yield). (1) The reactants are [CH2:1]([C@H:8]([NH:38][C:39]([C@@H:41]([NH:46][C:47](=[O:50])[O:48][CH3:49])[C:42]([CH3:45])([CH3:44])[CH3:43])=[O:40])[CH2:9][C@H:10]([OH:37])[C@@H:11]([NH:19]C(OCC1C2C=CC=CC=2C2C1=CC=CC=2)=O)[CH2:12][C:13]1[CH:18]=[CH:17][CH:16]=[CH:15][CH:14]=1)[C:2]1[CH:7]=[CH:6][CH:5]=[CH:4][CH:3]=1.C(NCC)C. The catalyst is CN(C=O)C. The product is [NH2:19][C@@H:11]([CH2:12][C:13]1[CH:14]=[CH:15][CH:16]=[CH:17][CH:18]=1)[C@@H:10]([OH:37])[CH2:9][C@@H:8]([NH:38][C:39]([C@@H:41]([NH:46][C:47](=[O:50])[O:48][CH3:49])[C:42]([CH3:45])([CH3:44])[CH3:43])=[O:40])[CH2:1][C:2]1[CH:7]=[CH:6][CH:5]=[CH:4][CH:3]=1. The yield is 0.600. (2) The reactants are F[C:2]1[CH:3]=[CH:4][C:5]([N+:18]([O-:20])=[O:19])=[C:6]([NH:8][S:9]([C:12]2[CH:17]=[CH:16][CH:15]=[CH:14][CH:13]=2)(=[O:11])=[O:10])[CH:7]=1.[CH3:21][N:22]1[CH2:27][CH2:26][NH:25][CH2:24][CH2:23]1.[OH-].[Na+]. No catalyst specified. The product is [CH3:21][N:22]1[CH2:27][CH2:26][N:25]([C:2]2[CH:3]=[CH:4][C:5]([N+:18]([O-:20])=[O:19])=[C:6]([NH:8][S:9]([C:12]3[CH:17]=[CH:16][CH:15]=[CH:14][CH:13]=3)(=[O:11])=[O:10])[CH:7]=2)[CH2:24][CH2:23]1. The yield is 0.780. (3) The reactants are [NH2:1][C@H:2]([C:10]([NH2:12])=[O:11])[CH2:3][C:4]1[CH:9]=[CH:8][CH:7]=[CH:6][CH:5]=1.[CH2:13]1[CH2:19][S:16](=[O:18])(=[O:17])[O:15][CH2:14]1. The catalyst is C(#N)C. The product is [C:10]([C@@H:2]([NH:1][CH2:14][CH2:13][CH2:19][S:16]([OH:18])(=[O:17])=[O:15])[CH2:3][C:4]1[CH:9]=[CH:8][CH:7]=[CH:6][CH:5]=1)(=[O:11])[NH2:12]. The yield is 0.830. (4) The reactants are [N+:1]([C:4]1[CH:9]=[CH:8][CH:7]=[C:6]([C:10]([F:13])([F:12])[F:11])[C:5]=1[OH:14])([O-:3])=[O:2].[C:15]([O-])([O-])=O.[K+].[K+].IC. The catalyst is CN(C=O)C. The product is [N+:1]([C:4]1[CH:9]=[CH:8][CH:7]=[C:6]([C:10]([F:11])([F:12])[F:13])[C:5]=1[O:14][CH3:15])([O-:3])=[O:2]. The yield is 0.920. (5) The reactants are [CH2:1]([CH:8]1[CH2:13][CH2:12][N:11]([CH2:14][CH2:15][CH2:16][CH2:17][C:18]([NH:20][NH2:21])=[O:19])[CH2:10][CH2:9]1)[C:2]1[CH:7]=[CH:6][CH:5]=[CH:4][CH:3]=1.[N+:22]([C:25]1[CH:33]=[CH:32][C:28]([C:29](Cl)=[O:30])=[CH:27][CH:26]=1)([O-:24])=[O:23]. The catalyst is C(Cl)Cl.CCN(CC)CC. The product is [CH2:1]([CH:8]1[CH2:9][CH2:10][N:11]([CH2:14][CH2:15][CH2:16][CH2:17][C:18]([NH:20][NH:21][C:29](=[O:30])[C:28]2[CH:27]=[CH:26][C:25]([N+:22]([O-:24])=[O:23])=[CH:33][CH:32]=2)=[O:19])[CH2:12][CH2:13]1)[C:2]1[CH:7]=[CH:6][CH:5]=[CH:4][CH:3]=1. The yield is 0.920. (6) The reactants are O1CCCCC1O[C:8]1[CH:13]=[CH:12][C:11]([C:14]#[C:15][C:16]2[CH:21]=[CH:20][C:19]([C:22]([F:25])([F:24])[F:23])=[CH:18][CH:17]=2)=[CH:10][CH:9]=1.C(Cl)Cl.CC1C=CC(S(O)(=O)=[O:37])=CC=1. The catalyst is CO. The product is [OH:37][C:9]1[CH:8]=[CH:13][CH:12]=[C:11]([C:14]#[C:15][C:16]2[CH:21]=[CH:20][C:19]([C:22]([F:25])([F:24])[F:23])=[CH:18][CH:17]=2)[CH:10]=1. The yield is 0.900. (7) The reactants are C([O:5][C:6](=[O:32])[CH2:7][C@H:8]([C:17]([N:19]1[C@@H:23]([CH2:24][C:25]2[CH:30]=[CH:29][CH:28]=[CH:27][CH:26]=2)[CH2:22][O:21][C:20]1=[O:31])=[O:18])[CH2:9][CH2:10][CH:11]1[CH2:16][CH2:15][CH2:14][CH2:13][CH2:12]1)(C)(C)C.C(Cl)Cl.C(O)(C(F)(F)F)=O. The catalyst is O. The product is [CH2:24]([C@H:23]1[CH2:22][O:21][C:20](=[O:31])[N:19]1[C:17]([C@H:8]([CH2:9][CH2:10][CH:11]1[CH2:12][CH2:13][CH2:14][CH2:15][CH2:16]1)[CH2:7][C:6]([OH:32])=[O:5])=[O:18])[C:25]1[CH:26]=[CH:27][CH:28]=[CH:29][CH:30]=1. The yield is 1.00.